From a dataset of CYP1A2 inhibition data for predicting drug metabolism from PubChem BioAssay. Regression/Classification. Given a drug SMILES string, predict its absorption, distribution, metabolism, or excretion properties. Task type varies by dataset: regression for continuous measurements (e.g., permeability, clearance, half-life) or binary classification for categorical outcomes (e.g., BBB penetration, CYP inhibition). Dataset: cyp1a2_veith. (1) The drug is O=C(NCCN1CCN(Cc2ccccc2)CC1)C1CC(=O)N(C2CCCC2)C1. The result is 0 (non-inhibitor). (2) The molecule is COCCN1C(=O)c2ccccc2C(C(=O)Nc2ccc3c(c2)OCCO3)C1c1ccc(F)cc1. The result is 0 (non-inhibitor). (3) The molecule is CC(C)=CCNc1ncnc2c1c(C#N)cn2[C@H]1O[C@@H](CO)[C@@H](O)[C@@H]1O. The result is 0 (non-inhibitor). (4) The drug is C[C@H](Br)C(=O)N[C@H](CO)C(=O)O. The result is 0 (non-inhibitor).